Task: Predict the reaction yield, written as a fraction of the theoretical maximum amount of product (1.0 means a 100% yield; for example, 0.34 means a 34% yield).. Dataset: Reaction yield outcomes from USPTO patents with 853,638 reactions (1) The reactants are [C:1]([NH:4][C:5]1[CH:10]=[CH:9][C:8]([C:11](=[C:25]2[CH2:30][CH2:29][N:28]([CH2:31]C3C=CC=CC=3F)[CH2:27][CH2:26]2)[C:12]2[CH:24]=[CH:23][C:15]([C:16]([N:18]([CH2:21][CH3:22])[CH2:19][CH3:20])=[O:17])=[CH:14][CH:13]=2)=[CH:7][CH:6]=1)(=[O:3])[CH3:2].C(NC1C=CC(C(=C2CCNCC2)C2C=CC(C(N(CC)CC)=O)=CC=2)=CC=1)(=O)C.C(O)(C(F)(F)F)=O.[F:76][C:77]1[CH:84]=[CH:83][C:80](C=O)=[CH:79][CH:78]=1. No catalyst specified. The product is [C:1]([NH:4][C:5]1[CH:6]=[CH:7][C:8]([C:11](=[C:25]2[CH2:30][CH2:29][N:28]([CH2:31][C:80]3[CH:83]=[CH:84][C:77]([F:76])=[CH:78][CH:79]=3)[CH2:27][CH2:26]2)[C:12]2[CH:13]=[CH:14][C:15]([C:16]([N:18]([CH2:21][CH3:22])[CH2:19][CH3:20])=[O:17])=[CH:23][CH:24]=2)=[CH:9][CH:10]=1)(=[O:3])[CH3:2]. The yield is 0.420. (2) The reactants are [NH2:1][CH2:2][C:3]([OH:5])=[O:4].C[N+:7]([CH3:10])(C)C.[OH-].[C:12](#[N:15])[CH:13]=[CH2:14].Cl.[CH3:17][C:18](C)=O. The catalyst is O. The product is [C:12]([CH2:13][CH2:14][N:1]([CH2:17][CH2:18][C:10]#[N:7])[CH2:2][C:3]([OH:5])=[O:4])#[N:15]. The yield is 0.993. (3) The reactants are [NH2:1][N:2]1[CH:6]=[CH:5][C:4]([Cl:7])=[C:3]1[C:8]([NH2:10])=[O:9].N1CC[C@H]1C(O)=O.[C:18]([O:22][C:23]([N:25]1[CH2:29][CH2:28][CH2:27][C@H:26]1C(O)=O)=[O:24])([CH3:21])([CH3:20])[CH3:19].C([O-])([O-])=O.[Cs+].[Cs+].Br[CH2:40][CH:41]([F:43])[F:42]. The catalyst is CN(C=O)C.O. The product is [Cl:7][C:4]1[CH:5]=[CH:6][N:2]2[C:3]=1[C:8](=[O:9])[N:10]([CH2:40][CH:41]([F:43])[F:42])[C:26]([C@@H:27]1[CH2:28][CH2:29][N:25]1[C:23]([O:22][C:18]([CH3:19])([CH3:20])[CH3:21])=[O:24])=[N:1]2. The yield is 0.260. (4) The reactants are [CH:1]([N:4]1[C:8]([CH3:9])=[C:7]([C:10]([O:12]CC)=[O:11])[CH:6]=[N:5]1)([CH3:3])[CH3:2].[OH-].[Li+]. No catalyst specified. The product is [CH:1]([N:4]1[C:8]([CH3:9])=[C:7]([C:10]([OH:12])=[O:11])[CH:6]=[N:5]1)([CH3:3])[CH3:2]. The yield is 0.700. (5) The reactants are CS[C:3]1[CH:8]=[CH:7][CH:6]=[CH:5][C:4]=1[C:9]1[NH:13][CH:12]=[C:11]([CH:14]=[O:15])[CH:10]=1.Cl[C:17]1C=CC=C(C(OO)=O)C=1.[S:27]([O-:31])([O-])(=[O:29])=S.[Na+].[Na+]. The catalyst is C(OCC)(=O)C. The product is [CH3:17][S:27]([C:3]1[CH:8]=[CH:7][CH:6]=[CH:5][C:4]=1[C:9]1[NH:13][CH:12]=[C:11]([CH:14]=[O:15])[CH:10]=1)(=[O:31])=[O:29]. The yield is 0.780. (6) The reactants are [CH3:1][C:2]1([CH3:14])[CH2:6][O:5][C:4]([C:7]2[CH:12]=[CH:11][C:10]([OH:13])=[CH:9][CH:8]=2)=[N:3]1.C(=O)([O-])[O-].[K+].[K+].Br[CH2:22][CH2:23][CH2:24][Cl:25]. The catalyst is CC(C)=O. The product is [Cl:25][CH2:24][CH2:23][CH2:22][O:13][C:10]1[CH:11]=[CH:12][C:7]([C:4]2[O:5][CH2:6][C:2]([CH3:14])([CH3:1])[N:3]=2)=[CH:8][CH:9]=1. The yield is 0.970. (7) The reactants are [F:1][C:2]1[CH:3]=[C:4]([N:19]2[CH2:23][CH:22]([CH2:24][N:25]=[C:26]=[S:27])[O:21][C:20]2=[O:28])[CH:5]=[CH:6][C:7]=1[N:8]1[CH:12]=[C:11]([CH2:13][N:14]2[CH:18]=[CH:17][CH:16]=[N:15]2)[N:10]=[CH:9]1.[CH3:29][OH:30]. No catalyst specified. The product is [F:1][C:2]1[CH:3]=[C:4]([N:19]2[CH2:23][CH:22]([CH2:24][NH:25][C:26](=[S:27])[O:30][CH3:29])[O:21][C:20]2=[O:28])[CH:5]=[CH:6][C:7]=1[N:8]1[CH:12]=[C:11]([CH2:13][N:14]2[CH:18]=[CH:17][CH:16]=[N:15]2)[N:10]=[CH:9]1. The yield is 0.783.